Dataset: Retrosynthesis with 50K atom-mapped reactions and 10 reaction types from USPTO. Task: Predict the reactants needed to synthesize the given product. (1) Given the product COc1cc(N2CCN(C(=O)OC(C)(C)C)CC2)ccc1Nc1nc(Oc2cccc(Cl)c2Cl)cc2cn[nH]c(=O)c12, predict the reactants needed to synthesize it. The reactants are: COc1cc(N2CCN(C(=O)OC(C)(C)C)CC2)ccc1Nc1nc(Cl)cc2cn[nH]c(=O)c12.Oc1cccc(Cl)c1Cl. (2) Given the product COC(=O)c1scc2c(NCc3ccc(OC)cc3OC)ncnc12, predict the reactants needed to synthesize it. The reactants are: COC(=O)c1scc2c(O)ncnc12.COc1ccc(CN)c(OC)c1. (3) Given the product COC(=O)Cc1ccc(OCC(C)NCC(O)c2cccc(F)c2)cc1, predict the reactants needed to synthesize it. The reactants are: COC(=O)Cc1ccc(OCC(C)=O)cc1.NCC(O)c1cccc(F)c1. (4) The reactants are: CN.O=C(O)c1cccc(F)c1F. Given the product CNC(=O)c1cccc(F)c1F, predict the reactants needed to synthesize it. (5) Given the product COC(=O)c1ccc(-c2ccc(Br)c3nsnc23)cc1, predict the reactants needed to synthesize it. The reactants are: Brc1ccc(Br)c2nsnc12.COC(=O)c1ccc(B(O)O)cc1. (6) Given the product Cc1cnc(C(O)CCl)s1, predict the reactants needed to synthesize it. The reactants are: Cc1cnc(C(=O)CCl)s1. (7) Given the product CC1(C)CCN(S(=O)(=O)c2cc(Br)c(Cl)cc2F)c2ccccc21, predict the reactants needed to synthesize it. The reactants are: CC1(C)CCNc2ccccc21.O=S(=O)(Cl)c1cc(Br)c(Cl)cc1F. (8) Given the product Cc1cnc(NC(=O)c2cc(Br)ccc2O)s1, predict the reactants needed to synthesize it. The reactants are: Cc1cnc(N)s1.O=C(O)c1cc(Br)ccc1O.